From a dataset of Reaction yield outcomes from USPTO patents with 853,638 reactions. Predict the reaction yield, written as a fraction of the theoretical maximum amount of product (1.0 means a 100% yield; for example, 0.34 means a 34% yield). (1) The reactants are Cl.[O:2]=[C:3]1[NH:11][C:10]2[C:5](=[N:6][C:7]([C:12]3[CH:13]=[N:14][N:15]4[CH:20]=[CH:19][C:18]([C:21]#[N:22])=[CH:17][C:16]=34)=[N:8][CH:9]=2)[N:4]1[C@H:23]1[CH2:28][CH2:27][CH2:26][NH:25][CH2:24]1.[CH3:29][S:30](O[S:30]([CH3:29])(=[O:32])=[O:31])(=[O:32])=[O:31]. The catalyst is CN(C=O)C. The product is [CH3:29][S:30]([N:25]1[CH2:26][CH2:27][CH2:28][C@H:23]([N:4]2[C:3](=[O:2])[NH:11][C:10]3[C:5]2=[N:6][C:7]([C:12]2[CH:13]=[N:14][N:15]4[CH:20]=[CH:19][C:18]([C:21]#[N:22])=[CH:17][C:16]=24)=[N:8][CH:9]=3)[CH2:24]1)(=[O:32])=[O:31]. The yield is 0.520. (2) The reactants are [Br:1][C:2]1[CH:7]=[CH:6][C:5]([Cl:8])=[C:4]([CH2:9][C:10]2[CH:15]=[CH:14][C:13]([O:16]CC)=[CH:12][CH:11]=2)[CH:3]=1.B(Br)(Br)Br.C(=O)(O)[O-].[Na+]. The catalyst is ClCCl. The product is [Br:1][C:2]1[CH:7]=[CH:6][C:5]([Cl:8])=[C:4]([CH2:9][C:10]2[CH:15]=[CH:14][C:13]([OH:16])=[CH:12][CH:11]=2)[CH:3]=1. The yield is 1.00.